This data is from Forward reaction prediction with 1.9M reactions from USPTO patents (1976-2016). The task is: Predict the product of the given reaction. (1) Given the reactants C([O:9][C:10]1[N:14]([C:15]([CH3:24])([CH3:23])[CH2:16][C:17]2[CH:22]=[CH:21][CH:20]=[CH:19][CH:18]=2)[N:13]=[C:12]([CH:25]([CH3:27])[CH3:26])[C:11]=1Br)(=O)C1C=CC=CC=1.[CH3:29][O:30][C:31]([C:33]1[CH:38]=[CH:37][C:36](B(O)O)=[CH:35][CH:34]=1)=[O:32].C(=O)([O-])[O-].[Na+].[Na+], predict the reaction product. The product is: [OH:9][C:10]1[N:14]([C:15]([CH3:23])([CH3:24])[CH2:16][C:17]2[CH:18]=[CH:19][CH:20]=[CH:21][CH:22]=2)[N:13]=[C:12]([CH:25]([CH3:26])[CH3:27])[C:11]=1[C:36]1[CH:37]=[CH:38][C:33]([C:31]([O:30][CH3:29])=[O:32])=[CH:34][CH:35]=1. (2) Given the reactants [C:1](Cl)(=[O:17])[CH2:2][CH2:3][CH2:4][CH2:5][CH2:6][CH2:7][CH2:8][CH2:9][CH2:10][CH2:11][CH2:12][CH2:13][CH2:14][CH2:15][CH3:16].[NH2:19][C:20]1[O:21][C:22]2[CH:28]=[CH:27][C:26]([Cl:29])=[CH:25][C:23]=2[N:24]=1, predict the reaction product. The product is: [Cl:29][C:26]1[CH:27]=[CH:28][C:22]2[O:21][C:20]([NH:19][C:1](=[O:17])[CH2:2][CH2:3][CH2:4][CH2:5][CH2:6][CH2:7][CH2:8][CH2:9][CH2:10][CH2:11][CH2:12][CH2:13][CH2:14][CH2:15][CH3:16])=[N:24][C:23]=2[CH:25]=1. (3) The product is: [CH3:40][O:39][N:38]([CH3:37])[C:21]([CH:18]1[CH2:17][CH2:16][N:15]([C:12]2[CH:11]=[CH:10][C:9]([NH:8][C:6](=[O:7])[O:5][C:1]([CH3:3])([CH3:4])[CH3:2])=[CH:14][CH:13]=2)[CH2:20][CH2:19]1)=[O:23]. Given the reactants [C:1]([O:5][C:6]([NH:8][C:9]1[CH:14]=[CH:13][C:12]([N:15]2[CH2:20][CH2:19][CH:18]([C:21]([OH:23])=O)[CH2:17][CH2:16]2)=[CH:11][CH:10]=1)=[O:7])([CH3:4])([CH3:3])[CH3:2].C(N1C=CN=C1)(N1C=CN=C1)=O.Cl.[CH3:37][NH:38][O:39][CH3:40], predict the reaction product. (4) Given the reactants [C:1]([O:4][C@@H:5]1[C@@H:10]([O:11][C:12](=[O:14])[CH3:13])[C@H:9]([O:15][C:16](=[O:18])[CH3:17])[C@@H:8]([CH2:19][O:20][C:21](=[O:23])[CH3:22])[O:7][C@H:6]1[O:24][C:25]1[C:29]([CH2:30][C:31]2[CH:36]=[CH:35][C:34]([O:37][CH2:38][CH2:39][CH2:40][NH2:41])=[CH:33][C:32]=2[CH3:42])=[C:28]([CH:43]([CH3:45])[CH3:44])[NH:27][N:26]=1)(=[O:3])[CH3:2].[CH2:46]([O:53][C:54]([NH:56][C:57](N1C=CC=N1)=[NH:58])=[O:55])[C:47]1[CH:52]=[CH:51][CH:50]=[CH:49][CH:48]=1, predict the reaction product. The product is: [C:1]([O:4][C@@H:5]1[C@@H:10]([O:11][C:12](=[O:14])[CH3:13])[C@H:9]([O:15][C:16](=[O:18])[CH3:17])[C@@H:8]([CH2:19][O:20][C:21](=[O:23])[CH3:22])[O:7][C@H:6]1[O:24][C:25]1[C:29]([CH2:30][C:31]2[CH:36]=[CH:35][C:34]([O:37][CH2:38][CH2:39][CH2:40][NH:41][C:57]([NH2:58])=[N:56][C:54]([O:53][CH2:46][C:47]3[CH:48]=[CH:49][CH:50]=[CH:51][CH:52]=3)=[O:55])=[CH:33][C:32]=2[CH3:42])=[C:28]([CH:43]([CH3:45])[CH3:44])[NH:27][N:26]=1)(=[O:3])[CH3:2].